From a dataset of Catalyst prediction with 721,799 reactions and 888 catalyst types from USPTO. Predict which catalyst facilitates the given reaction. (1) Reactant: [F:1][C:2]([F:14])([C:6]1[CH:11]=[CH:10][C:9](=[O:12])[N:8]([CH3:13])[CH:7]=1)[C:3]([OH:5])=O.P(Cl)(Cl)(Cl)=O.Cl.[NH2:21][CH2:22][C:23]1[CH:24]=[C:25]2[C:29](=[CH:30][CH:31]=1)[C:28](=[O:32])[N:27]([CH:33]1[CH2:38][CH2:37][C:36](=[O:39])[NH:35][C:34]1=[O:40])[CH2:26]2.C(=O)(O)[O-].[Na+]. Product: [O:40]=[C:34]1[CH:33]([N:27]2[CH2:26][C:25]3[C:29](=[CH:30][CH:31]=[C:23]([CH2:22][NH:21][C:3](=[O:5])[C:2]([F:1])([F:14])[C:6]4[CH:11]=[CH:10][C:9](=[O:12])[N:8]([CH3:13])[CH:7]=4)[CH:24]=3)[C:28]2=[O:32])[CH2:38][CH2:37][C:36](=[O:39])[NH:35]1. The catalyst class is: 17. (2) The catalyst class is: 1. Reactant: [OH:1][C:2]1([CH:13]2[CH2:18][NH:17][CH2:16][CH2:15][NH:14]2)[CH2:5][N:4]([C:6]([O:8][C:9]([CH3:12])([CH3:11])[CH3:10])=[O:7])[CH2:3]1.C(N(CC)C(C)C)(C)C.[N+:28]([C:31]1[CH:36]=[CH:35][CH:34]=[CH:33][C:32]=1[S:37](Cl)(=[O:39])=[O:38])([O-:30])=[O:29]. Product: [OH:1][C:2]1([CH:13]2[CH2:18][N:17]([S:37]([C:32]3[CH:33]=[CH:34][CH:35]=[CH:36][C:31]=3[N+:28]([O-:30])=[O:29])(=[O:38])=[O:39])[CH2:16][CH2:15][NH:14]2)[CH2:3][N:4]([C:6]([O:8][C:9]([CH3:12])([CH3:11])[CH3:10])=[O:7])[CH2:5]1. (3) Reactant: [N+:1]([C:4]1[CH:5]=[C:6]2[NH:12][N:11]=[CH:10][C:7]2=[N:8][CH:9]=1)([O-:3])=[O:2].C(N(CC)CC)C.[F:20][C:21]([F:33])([F:32])[C:22]1[CH:23]=[C:24]([S:28](Cl)(=[O:30])=[O:29])[CH:25]=[CH:26][CH:27]=1. Product: [N+:1]([C:4]1[CH:5]=[C:6]2[N:12]([S:28]([C:24]3[CH:25]=[CH:26][CH:27]=[C:22]([C:21]([F:20])([F:32])[F:33])[CH:23]=3)(=[O:30])=[O:29])[N:11]=[CH:10][C:7]2=[N:8][CH:9]=1)([O-:3])=[O:2]. The catalyst class is: 1.